From a dataset of Forward reaction prediction with 1.9M reactions from USPTO patents (1976-2016). Predict the product of the given reaction. (1) Given the reactants [C:1]([CH2:9][C:10]#[N:11])(=O)[C:2]1[CH:7]=[CH:6][CH:5]=[CH:4][CH:3]=1.Cl.[C:13]1([CH3:21])[CH:18]=[CH:17][CH:16]=[CH:15][C:14]=1[NH:19][NH2:20], predict the reaction product. The product is: [C:2]1([C:1]2[CH:9]=[C:10]([NH2:11])[N:19]([C:14]3[CH:15]=[CH:16][CH:17]=[CH:18][C:13]=3[CH3:21])[N:20]=2)[CH:7]=[CH:6][CH:5]=[CH:4][CH:3]=1. (2) Given the reactants [CH:1]([N:4]1[CH2:8][CH2:7][CH2:6][C@H:5]1[C:9]([OH:11])=O)([CH3:3])[CH3:2].C(Cl)(=O)C([Cl:15])=O.CN(C=O)C, predict the reaction product. The product is: [CH:1]([N:4]1[CH2:8][CH2:7][CH2:6][C@H:5]1[C:9]([Cl:15])=[O:11])([CH3:3])[CH3:2]. (3) Given the reactants Br[C:2]1[CH:7]=[CH:6][C:5]([C:8]([N:10]2[CH2:15][CH2:14][N:13]([C:16]3[CH:21]=[CH:20][C:19]([CH3:22])=[CH:18][C:17]=3[CH3:23])[CH2:12][CH2:11]2)=[O:9])=[C:4]([S:24]([CH3:27])(=[O:26])=[O:25])[CH:3]=1.[NH:28]1[CH2:31][CH2:30][C:29]1=[O:32], predict the reaction product. The product is: [CH3:23][C:17]1[CH:18]=[C:19]([CH3:22])[CH:20]=[CH:21][C:16]=1[N:13]1[CH2:14][CH2:15][N:10]([C:8]([C:5]2[CH:6]=[CH:7][C:2]([N:28]3[CH2:31][CH2:30][C:29]3=[O:32])=[CH:3][C:4]=2[S:24]([CH3:27])(=[O:26])=[O:25])=[O:9])[CH2:11][CH2:12]1. (4) Given the reactants [F:1][C:2]1[C:3](I)=[C:4]2[C:14]3[C:9](=[CH:10][N:11]=[C:12]([C:15]4[CH:16]=[N:17][CH:18]=[CH:19][CH:20]=4)[CH:13]=3)[NH:8][C:5]2=[N:6][CH:7]=1.[CH3:22][N:23]([CH3:47])[CH2:24][CH2:25][CH2:26][N:27]([C:32]1[CH:37]=[CH:36][C:35](B2OC(C)(C)C(C)(C)O2)=[CH:34][CH:33]=1)[S:28]([CH3:31])(=[O:30])=[O:29].C(=O)([O-])[O-].[Cs+].[Cs+].O1CCOCC1, predict the reaction product. The product is: [CH3:47][N:23]([CH3:22])[CH2:24][CH2:25][CH2:26][N:27]([C:32]1[CH:33]=[CH:34][C:35]([C:3]2[C:2]([F:1])=[CH:7][N:6]=[C:5]3[NH:8][C:9]4[C:14]([C:4]=23)=[CH:13][C:12]([C:15]2[CH:16]=[N:17][CH:18]=[CH:19][CH:20]=2)=[N:11][CH:10]=4)=[CH:36][CH:37]=1)[S:28]([CH3:31])(=[O:29])=[O:30]. (5) Given the reactants [CH:1]1([N:7]([CH:19]2[CH2:24][CH2:23][CH2:22][CH2:21][CH2:20]2)[C:8](=[O:18])[NH:9][C:10]2[S:11][C:12]([C:15](O)=[O:16])=[CH:13][N:14]=2)[CH2:6][CH2:5][CH2:4][CH2:3][CH2:2]1.[NH:25]1[CH2:29][CH2:28][CH2:27][CH2:26]1, predict the reaction product. The product is: [CH:19]1([N:7]([CH:1]2[CH2:6][CH2:5][CH2:4][CH2:3][CH2:2]2)[C:8]([NH:9][C:10]2[S:11][C:12]([C:15]([N:25]3[CH2:29][CH2:28][CH2:27][CH2:26]3)=[O:16])=[CH:13][N:14]=2)=[O:18])[CH2:20][CH2:21][CH2:22][CH2:23][CH2:24]1. (6) Given the reactants [Cl:1][C:2]1[CH:10]=[CH:9][C:5]([C:6](Cl)=[O:7])=[CH:4][C:3]=1[N+:11]([O-:13])=[O:12].[NH2:14][C:15]1[S:16][C:17]([C:20]([CH3:23])([CH3:22])[CH3:21])=[CH:18][N:19]=1, predict the reaction product. The product is: [C:20]([C:17]1[S:16][C:15]([NH:14][C:6](=[O:7])[C:5]2[CH:9]=[CH:10][C:2]([Cl:1])=[C:3]([N+:11]([O-:13])=[O:12])[CH:4]=2)=[N:19][CH:18]=1)([CH3:23])([CH3:22])[CH3:21]. (7) Given the reactants [C:1]([Si:5]([CH3:24])([CH3:23])[O:6][CH:7]([CH2:16][C:17]1[CH:22]=[CH:21][CH:20]=[CH:19][CH:18]=1)[CH2:8][CH2:9][CH:10]1[NH:14][C:13](=[O:15])[CH2:12][CH2:11]1)([CH3:4])([CH3:3])[CH3:2].C[Si]([N-][Si](C)(C)C)(C)C.[Na+].[CH3:35][O:36][C:37](=[O:48])[C:38]1[CH:43]=[CH:42][C:41]([CH2:44][CH2:45][CH2:46]Br)=[CH:40][CH:39]=1, predict the reaction product. The product is: [CH3:35][O:36][C:37](=[O:48])[C:38]1[CH:43]=[CH:42][C:41]([CH2:44][CH2:45][CH2:46][N:14]2[C:13](=[O:15])[CH2:12][CH2:11][CH:10]2[CH2:9][CH2:8][CH:7]([O:6][Si:5]([C:1]([CH3:3])([CH3:2])[CH3:4])([CH3:24])[CH3:23])[CH2:16][C:17]2[CH:22]=[CH:21][CH:20]=[CH:19][CH:18]=2)=[CH:40][CH:39]=1. (8) Given the reactants Cl.[CH3:2][O:3][C:4](=[O:13])[C:5]1[CH:10]=[CH:9][C:8]([CH2:11][NH2:12])=[CH:7][CH:6]=1.C([O-])([O-])=O.[K+].[K+].[Cl:20][C:21]1[CH:37]=[CH:36][C:24]2[CH2:25][CH2:26][N:27]([C:30](=[O:35])[C:31]([F:34])([F:33])[F:32])[CH2:28][CH2:29][C:23]=2[C:22]=1OS(C(F)(F)F)(=O)=O.COC(=O)C1C=CC(CN)=CC=1, predict the reaction product. The product is: [Cl:20][C:21]1[CH:37]=[CH:36][C:24]2[CH2:25][CH2:26][N:27]([C:30](=[O:35])[C:31]([F:32])([F:34])[F:33])[CH2:28][CH2:29][C:23]=2[C:22]=1[NH:12][CH2:11][C:8]1[CH:9]=[CH:10][C:5]([C:4]([O:3][CH3:2])=[O:13])=[CH:6][CH:7]=1.